This data is from Reaction yield outcomes from USPTO patents with 853,638 reactions. The task is: Predict the reaction yield, written as a fraction of the theoretical maximum amount of product (1.0 means a 100% yield; for example, 0.34 means a 34% yield). The reactants are [C:1]12([CH2:11][O:12][C:13]3[C:21]([CH:22]4[CH2:24][CH2:23]4)=[CH:20][C:16]([C:17](O)=[O:18])=[C:15]([F:25])[CH:14]=3)[CH2:10][CH:5]3[CH2:6][CH:7]([CH2:9][CH:3]([CH2:4]3)[CH2:2]1)[CH2:8]2.Cl.CN(C)CCCN=C=NCC.[CH3:38][S:39]([NH2:42])(=[O:41])=[O:40].Cl. The catalyst is ClCCl.O1CCCC1.CN(C)C1C=CN=CC=1.C(OCC)(=O)C. The product is [C:1]12([CH2:11][O:12][C:13]3[C:21]([CH:22]4[CH2:24][CH2:23]4)=[CH:20][C:16]([C:17]([NH:42][S:39]([CH3:38])(=[O:41])=[O:40])=[O:18])=[C:15]([F:25])[CH:14]=3)[CH2:10][CH:5]3[CH2:6][CH:7]([CH2:9][CH:3]([CH2:4]3)[CH2:2]1)[CH2:8]2. The yield is 0.700.